From a dataset of CYP2C19 inhibition data for predicting drug metabolism from PubChem BioAssay. Regression/Classification. Given a drug SMILES string, predict its absorption, distribution, metabolism, or excretion properties. Task type varies by dataset: regression for continuous measurements (e.g., permeability, clearance, half-life) or binary classification for categorical outcomes (e.g., BBB penetration, CYP inhibition). Dataset: cyp2c19_veith. (1) The molecule is COC(=O)Cn1c(CN(Cc2ccccc2)Cc2ccccc2)nc2c1c(=O)[nH]c(=O)n2C. The result is 1 (inhibitor). (2) The compound is O=C(CN1C(=O)C2C3C=CC(C3)C2C1=O)Nc1ccc(C(=O)O)cc1. The result is 0 (non-inhibitor). (3) The drug is Cc1ccc2[nH]c3c(N4CCc5ccccc5C4)ncnc3c2c1. The result is 1 (inhibitor). (4) The compound is O=c1ccn(-c2cccc(C(F)(F)F)c2)nc1-c1ccn(-c2ccccc2F)n1. The result is 1 (inhibitor). (5) The molecule is C[C@@](Cc1ccccc1)(NC(=O)CN)c1ccccc1. The result is 0 (non-inhibitor).